This data is from Full USPTO retrosynthesis dataset with 1.9M reactions from patents (1976-2016). The task is: Predict the reactants needed to synthesize the given product. (1) The reactants are: [CH2:1]([N:8]1[CH:12]=[CH:11][N:10]=[C:9]1[CH:13]1[C:22](=O)[C:21]2[C:20]([C:24]([O:26]C)=O)=[CH:19][CH:18]=[CH:17][C:16]=2[NH:15][CH:14]1[C:28]1[CH:33]=[CH:32][CH:31]=[CH:30][CH:29]=1)[C:2]1[CH:7]=[CH:6][CH:5]=[CH:4][CH:3]=1.O.[NH2:35][NH2:36]. Given the product [CH2:1]([N:8]1[CH:12]=[CH:11][N:10]=[C:9]1[CH:13]1[C:22]2=[N:35][NH:36][C:24](=[O:26])[C:20]3[CH:19]=[CH:18][CH:17]=[C:16]([C:21]=32)[NH:15][CH:14]1[C:28]1[CH:29]=[CH:30][CH:31]=[CH:32][CH:33]=1)[C:2]1[CH:3]=[CH:4][CH:5]=[CH:6][CH:7]=1, predict the reactants needed to synthesize it. (2) Given the product [CH3:20][S:21]([O:1][CH2:2][CH2:3][C:4]1([CH2:11][O:12][S:21]([CH3:20])(=[O:23])=[O:22])[CH2:9][CH2:8][CH2:7][NH:6][C:5]1=[O:10])(=[O:23])=[O:22], predict the reactants needed to synthesize it. The reactants are: [OH:1][CH2:2][CH2:3][C:4]1([CH2:11][OH:12])[CH2:9][CH2:8][CH2:7][NH:6][C:5]1=[O:10].C(N(CC)CC)C.[CH3:20][S:21](Cl)(=[O:23])=[O:22].C(=O)([O-])O.[Na+]. (3) Given the product [C:1]([O:5][C:6]([N:8]1[C@H:12]([C:13]([NH2:18])=[O:15])[CH2:11][S:10][CH2:9]1)=[O:7])([CH3:4])([CH3:3])[CH3:2], predict the reactants needed to synthesize it. The reactants are: [C:1]([O:5][C:6]([N:8]1[C@H:12]([C:13]([OH:15])=O)[CH2:11][S:10][CH2:9]1)=[O:7])([CH3:4])([CH3:3])[CH3:2].O.O[N:18]1C2C=CC=CC=2N=N1.O.N. (4) Given the product [Br:1][C:2]1[C:9]([F:10])=[CH:8][CH:7]=[C:6]2[C:3]=1[CH:4]=[N:15][CH:14]=[CH:13]2, predict the reactants needed to synthesize it. The reactants are: [Br:1][C:2]1[C:9]([F:10])=[CH:8][CH:7]=[CH:6][C:3]=1[CH:4]=O.CO[CH:13](OC)[CH2:14][NH2:15].O. (5) Given the product [CH2:48]([N:51]1[C:55]([CH2:56][S:57]([C:59]2[CH:60]=[CH:61][C:62]([CH:22]3[C:21]([C:33]([NH2:38])=[O:35])=[CH:20][C:19]4[CH:36]=[CH:15][CH:16]=[CH:17][C:18]=4[NH:25][CH2:24][CH2:23]3)=[CH:64][CH:65]=2)=[O:58])=[CH:54][N:53]=[CH:52]1)[CH2:49][CH3:50], predict the reactants needed to synthesize it. The reactants are: C(OCCOC1C=CC([C:15]2[CH:16]=[CH:17][C:18]3[N:25](CC4C=NN(C)C=4)[CH2:24][CH2:23][CH2:22][C:21]([C:33]([OH:35])=O)=[CH:20][C:19]=3[CH:36]=2)=CC=1)CCC.C[N:38](C=O)C.C(Cl)(=O)C(Cl)=O.[CH2:48]([N:51]1[C:55]([CH2:56][S:57]([C:59]2[CH:65]=[CH:64][C:62](N)=[CH:61][CH:60]=2)=[O:58])=[CH:54][N:53]=[CH:52]1)[CH2:49][CH3:50].